From a dataset of Catalyst prediction with 721,799 reactions and 888 catalyst types from USPTO. Predict which catalyst facilitates the given reaction. (1) Reactant: [CH2:1]([P:3]([O-:9])[O:4][CH2:5][CH2:6][CH2:7][CH3:8])[CH3:2].[C:10]1([C:16]#[CH:17])[CH:15]=[CH:14][CH:13]=[CH:12][CH:11]=1. Product: [CH2:1]([P:3]([C:16]([C:10]1[CH:15]=[CH:14][CH:13]=[CH:12][CH:11]=1)=[CH2:17])(=[O:9])[O:4][CH2:5][CH2:6][CH2:7][CH3:8])[CH3:2]. The catalyst class is: 11. (2) Reactant: [F:1][C:2]1[CH:10]=[CH:9][C:8]([CH2:11][C:12]2[C:21]3[C:16](=[CH:17][CH:18]=[CH:19][CH:20]=3)[C:15](=[O:22])[NH:14][N:13]=2)=[CH:7][C:3]=1[C:4]([OH:6])=O.F[P-](F)(F)(F)(F)F.N1(OC(N(C)C)=[N+](C)C)C2C=CC=CC=2N=N1.[CH3:47][N:48]([CH3:64])[C:49]([C:51]1[N:52]=[C:53]([C:60]([F:63])([F:62])[F:61])[N:54]2[CH2:59][CH2:58][NH:57][CH2:56][C:55]=12)=[O:50].C(N(CC)C(C)C)(C)C. Product: [F:1][C:2]1[CH:10]=[CH:9][C:8]([CH2:11][C:12]2[C:21]3[C:16](=[CH:17][CH:18]=[CH:19][CH:20]=3)[C:15](=[O:22])[NH:14][N:13]=2)=[CH:7][C:3]=1[C:4]([N:57]1[CH2:58][CH2:59][N:54]2[C:53]([C:60]([F:63])([F:61])[F:62])=[N:52][C:51]([C:49]([N:48]([CH3:64])[CH3:47])=[O:50])=[C:55]2[CH2:56]1)=[O:6]. The catalyst class is: 9. (3) Reactant: [C:1]([C:3]1[C:4]([N:15]2[CH2:20][CH2:19][CH2:18][CH:17]([CH2:21][C:22](O)=[O:23])[CH2:16]2)=[N:5][C:6]([CH3:14])=[C:7]([C:9]([O:11][CH2:12][CH3:13])=[O:10])[CH:8]=1)#[N:2].CCN=C=NCCCN(C)C.C1C=CC2N(O)N=NC=2C=1.[Cl:46][C:47]1[S:51][C:50]([S:52]([NH2:55])(=[O:54])=[O:53])=[CH:49][CH:48]=1.CCN(C(C)C)C(C)C. Product: [Cl:46][C:47]1[S:51][C:50]([S:52]([NH:55][C:22](=[O:23])[CH2:21][CH:17]2[CH2:18][CH2:19][CH2:20][N:15]([C:4]3[C:3]([C:1]#[N:2])=[CH:8][C:7]([C:9]([O:11][CH2:12][CH3:13])=[O:10])=[C:6]([CH3:14])[N:5]=3)[CH2:16]2)(=[O:54])=[O:53])=[CH:49][CH:48]=1. The catalyst class is: 2. (4) Reactant: [CH3:1][S:2](Cl)(=[O:4])=[O:3].Cl.[Cl:7][C:8]1[CH:9]=[C:10]([CH:29]=[CH:30][C:31]=1[Cl:32])[CH2:11][N:12]1[CH2:17][CH2:16][O:15][CH:14]([CH2:18][NH:19][C:20]([NH:22][CH:23]2[CH2:28][CH2:27][NH:26][CH2:25][CH2:24]2)=[O:21])[CH2:13]1.C(N(CC)C(C)C)(C)C. Product: [Cl:7][C:8]1[CH:9]=[C:10]([CH:29]=[CH:30][C:31]=1[Cl:32])[CH2:11][N:12]1[CH2:17][CH2:16][O:15][CH:14]([CH2:18][NH:19][C:20]([NH:22][CH:23]2[CH2:24][CH2:25][N:26]([S:2]([CH3:1])(=[O:4])=[O:3])[CH2:27][CH2:28]2)=[O:21])[CH2:13]1. The catalyst class is: 4. (5) Reactant: [Br:1][C:2]1[CH:3]=[C:4]([NH:8][C:9](=[O:27])[C:10]2[CH:15]=[CH:14][C:13]([S:16][C:17]3[CH:22]=[CH:21][CH:20]=[C:19]([OH:23])[CH:18]=3)=[C:12]([N+:24]([O-])=O)[CH:11]=2)[CH:5]=[CH:6][CH:7]=1.[Cl-].[NH4+].O1CCCC1.O. Product: [NH2:24][C:12]1[CH:11]=[C:10]([CH:15]=[CH:14][C:13]=1[S:16][C:17]1[CH:22]=[CH:21][CH:20]=[C:19]([OH:23])[CH:18]=1)[C:9]([NH:8][C:4]1[CH:5]=[CH:6][CH:7]=[C:2]([Br:1])[CH:3]=1)=[O:27]. The catalyst class is: 186. (6) Reactant: [NH2:1][C:2]1[CH:7]=[CH:6][C:5]([OH:8])=[C:4]([F:9])[C:3]=1[F:10].CC(C)([O-])C.[K+].[O:17]1[CH2:21][CH2:20][O:19][CH:18]1[C:22]1[CH:23]=[CH:24][C:25]([C:28]2[S:36][C:35]3[C:30](=[N:31][CH:32]=[CH:33][C:34]=3Cl)[CH:29]=2)=[N:26][CH:27]=1.O. Product: [O:17]1[CH2:21][CH2:20][O:19][CH:18]1[C:22]1[CH:23]=[CH:24][C:25]([C:28]2[S:36][C:35]3[C:30](=[N:31][CH:32]=[CH:33][C:34]=3[O:8][C:5]3[CH:6]=[CH:7][C:2]([NH2:1])=[C:3]([F:10])[C:4]=3[F:9])[CH:29]=2)=[N:26][CH:27]=1. The catalyst class is: 16. (7) Reactant: [CH3:1][CH:2]([CH2:7][N:8]1[CH2:12][CH2:11][CH2:10][CH2:9]1)[CH2:3][C:4]([OH:6])=O.C(Cl)(=O)C(Cl)=O.C(OC([N:26]1[C:30]([NH2:31])=[CH:29][C:28]([C:32]2[CH:33]=[C:34]3[C:39](=[CH:40][CH:41]=2)[N:38]=[CH:37][CH:36]=[CH:35]3)=[N:27]1)=O)(C)(C)C.Cl. Product: [CH3:1][CH:2]([CH2:7][N:8]1[CH2:12][CH2:11][CH2:10][CH2:9]1)[CH2:3][C:4]([NH:31][C:30]1[NH:26][N:27]=[C:28]([C:32]2[CH:33]=[C:34]3[C:39](=[CH:40][CH:41]=2)[N:38]=[CH:37][CH:36]=[CH:35]3)[CH:29]=1)=[O:6]. The catalyst class is: 705. (8) Reactant: [S:1]1[CH:5]=[CH:4][CH:3]=[C:2]1[C:6]1[NH:7][C:8](=[O:20])[C:9]2[C:13]=1[C:12](=O)[NH:11][C:10]=2[C:15]1[S:16][CH:17]=[CH:18][CH:19]=1.[C:21](=[O:24])([O-])[O-].[Cs+].[Cs+].[CH2:27]([CH:29]([CH2:32][CH2:33][CH2:34][CH3:35])[CH2:30]Br)[CH3:28]. Product: [CH2:3]([CH:2]([CH2:6][CH2:13][CH2:9][CH3:8])[CH2:12][N:11]1[C:10]([C:15]2[S:16][CH:17]=[CH:18][CH:19]=2)=[C:9]2[C:13](=[C:6]([C:2]3[S:1][CH:5]=[CH:4][CH:3]=3)[N:7]([CH2:30][CH:29]([CH2:27][CH3:28])[CH2:32][CH2:33][CH2:34][CH3:35])[C:8]2=[O:20])[C:21]1=[O:24])[CH3:4]. The catalyst class is: 3.